From a dataset of Full USPTO retrosynthesis dataset with 1.9M reactions from patents (1976-2016). Predict the reactants needed to synthesize the given product. (1) Given the product [CH3:13][O:12][C:5]1[C:6]2[C:11](=[CH:10][CH:9]=[CH:8][CH:7]=2)[C:2]([B:25]([OH:30])[OH:26])=[CH:3][CH:4]=1, predict the reactants needed to synthesize it. The reactants are: Br[C:2]1[C:11]2[C:6](=[CH:7][CH:8]=[CH:9][CH:10]=2)[C:5]([O:12][CH3:13])=[CH:4][CH:3]=1.[Li]CCCC.CCCCCC.[B:25](OC(C)C)([O:30]C(C)C)[O:26]C(C)C.Cl. (2) The reactants are: [C:1]([CH:4]([CH2:28]/[CH:29]=[CH:30]/[C:31]1[CH:36]=[CH:35][CH:34]=[CH:33][CH:32]=1)[C:5]([NH:7][CH:8]([C:10]1[C:11](=[O:27])[NH:12][C:13]([CH2:16][C:17]2[CH:22]=[CH:21][C:20]([O:23][CH3:24])=[C:19]([O:25][CH3:26])[CH:18]=2)=[N:14][N:15]=1)[CH3:9])=O)(=[O:3])[CH3:2].P(Cl)(Cl)(Cl)=O. Given the product [C:1]([CH:4]([C:5]1[N:15]2[C:10]([C:11](=[O:27])[NH:12][C:13]([CH2:16][C:17]3[CH:22]=[CH:21][C:20]([O:23][CH3:24])=[C:19]([O:25][CH3:26])[CH:18]=3)=[N:14]2)=[C:8]([CH3:9])[N:7]=1)[CH2:28]/[CH:29]=[CH:30]/[C:31]1[CH:36]=[CH:35][CH:34]=[CH:33][CH:32]=1)(=[O:3])[CH3:2], predict the reactants needed to synthesize it. (3) Given the product [CH2:1]([NH:8][C:29]([C:18]1[N:19]([CH3:28])[C:20]([C:21]2[CH:26]=[CH:25][C:24]([CH3:27])=[CH:23][CH:22]=2)=[C:16]([C:13]2[CH:12]=[CH:11][C:10]([CH3:9])=[CH:15][CH:14]=2)[N:17]=1)=[O:30])[C:2]1[CH:7]=[CH:6][CH:5]=[CH:4][CH:3]=1, predict the reactants needed to synthesize it. The reactants are: [CH2:1]([NH2:8])[C:2]1[CH:7]=[CH:6][CH:5]=[CH:4][CH:3]=1.[CH3:9][C:10]1[CH:15]=[CH:14][C:13]([C:16]2[N:17]=[C:18]([C:29](O)=[O:30])[N:19]([CH3:28])[C:20]=2[C:21]2[CH:26]=[CH:25][C:24]([CH3:27])=[CH:23][CH:22]=2)=[CH:12][CH:11]=1. (4) Given the product [C:1]([O:4][CH2:5][C:6]([CH3:36])([CH3:35])[CH2:7][N:8]1[C:14]2[CH:15]=[CH:16][C:17]([Cl:19])=[CH:18][C:13]=2[C@@H:12]([C:20]2[CH:25]=[CH:24][CH:23]=[C:22]([O:26][CH3:27])[C:21]=2[O:28][CH3:29])[O:11][C@H:10]([CH2:30][C:31]([NH:53][C:54]2[C:55]([CH3:70])=[C:56]([CH3:69])[C:57]3[O:61][C:60]([C:62]([O:64][CH2:65][CH3:66])=[O:63])=[CH:59][C:58]=3[C:67]=2[CH3:68])=[O:32])[C:9]1=[O:34])(=[O:3])[CH3:2], predict the reactants needed to synthesize it. The reactants are: [C:1]([O:4][CH2:5][C:6]([CH3:36])([CH3:35])[CH2:7][N:8]1[C:14]2[CH:15]=[CH:16][C:17]([Cl:19])=[CH:18][C:13]=2[C@@H:12]([C:20]2[CH:25]=[CH:24][CH:23]=[C:22]([O:26][CH3:27])[C:21]=2[O:28][CH3:29])[O:11][C@H:10]([CH2:30][C:31](O)=[O:32])[C:9]1=[O:34])(=[O:3])[CH3:2].C(N(CC)CC)C.ClC(OCC(C)C)=O.Cl.[NH2:53][C:54]1[C:55]([CH3:70])=[C:56]([CH3:69])[C:57]2[O:61][C:60]([C:62]([O:64][CH2:65][CH3:66])=[O:63])=[CH:59][C:58]=2[C:67]=1[CH3:68].N1C=CC=CC=1. (5) Given the product [NH2:7][C:10]1[CH:11]=[C:12]2[C:16](=[CH:17][CH:18]=1)[N:15]([CH2:19][CH2:20][N:21]1[CH2:25][CH2:24][CH2:23][CH2:22]1)[CH:14]=[CH:13]2, predict the reactants needed to synthesize it. The reactants are: ClCCl.CO.N.[N+:7]([C:10]1[CH:11]=[C:12]2[C:16](=[CH:17][CH:18]=1)[N:15]([CH2:19][CH2:20][N:21]1[CH2:25][CH2:24][CH2:23][CH2:22]1)[CH:14]=[CH:13]2)([O-])=O. (6) Given the product [CH3:1][O:2][C:3](=[O:18])[C:4]1[C:9]([Br:10])=[CH:8][CH:7]=[C:6]([NH2:11])[C:5]=1[N+:15]([O-:17])=[O:16], predict the reactants needed to synthesize it. The reactants are: [CH3:1][O:2][C:3](=[O:18])[C:4]1[C:9]([Br:10])=[CH:8][CH:7]=[C:6]([NH:11]C(=O)C)[C:5]=1[N+:15]([O-:17])=[O:16].B(F)(F)F.CCOCC.C([O-])(O)=O.[Na+]. (7) Given the product [CH2:6]([S:11][C:14]1[CH2:18][C:17]([CH3:20])([CH3:19])[O:16][N:15]=1)[C:7]#[C:8][CH3:9], predict the reactants needed to synthesize it. The reactants are: NC(N)=S.Br[CH2:6][C:7]#[C:8][CH3:9].C[S:11]([C:14]1[CH2:18][C:17]([CH3:20])([CH3:19])[O:16][N:15]=1)(=O)=O.C(=O)([O-])[O-].[K+].[K+]. (8) Given the product [NH2:25][C:24]([C:21]1[CH:20]=[N:19][C:18]([O:17][CH3:16])=[CH:23][CH:22]=1)=[CH:2][C:1]#[N:4], predict the reactants needed to synthesize it. The reactants are: [CH:1]([NH:4]C(C)C)(C)[CH3:2].C([Li])CCC.C(#N)C.[CH3:16][O:17][C:18]1[CH:23]=[CH:22][C:21]([C:24]#[N:25])=[CH:20][N:19]=1. (9) Given the product [CH2:15]([O:22][C:23]1[CH:28]=[CH:27][N:26]([C:9]2[CH:10]=[CH:11][C:6]3[N:7]([C:13]([CH3:14])=[C:4]([CH:1]4[CH2:3][CH2:2]4)[N:5]=3)[CH:8]=2)[C:25](=[O:29])[CH:24]=1)[C:16]1[CH:17]=[CH:18][CH:19]=[CH:20][CH:21]=1, predict the reactants needed to synthesize it. The reactants are: [CH:1]1([C:4]2[N:5]=[C:6]3[CH:11]=[CH:10][C:9](I)=[CH:8][N:7]3[C:13]=2[CH3:14])[CH2:3][CH2:2]1.[CH2:15]([O:22][C:23]1[CH:28]=[CH:27][NH:26][C:25](=[O:29])[CH:24]=1)[C:16]1[CH:21]=[CH:20][CH:19]=[CH:18][CH:17]=1.CNCCNC.C(=O)([O-])[O-].[K+].[K+].